Dataset: Forward reaction prediction with 1.9M reactions from USPTO patents (1976-2016). Task: Predict the product of the given reaction. Given the reactants [F:1][C:2]([F:12])([F:11])[C:3]1[N:8]=[C:7]([C:9]#[N:10])[CH:6]=[N:5][CH:4]=1.[Na].[NH4+:14].[Cl-:15], predict the reaction product. The product is: [ClH:15].[F:12][C:2]([F:1])([F:11])[C:3]1[N:8]=[C:7]([C:9](=[NH:14])[NH2:10])[CH:6]=[N:5][CH:4]=1.